Dataset: Forward reaction prediction with 1.9M reactions from USPTO patents (1976-2016). Task: Predict the product of the given reaction. The product is: [N:2]1([CH:15]2[CH2:20][CH2:19][CH2:18][N:17]([CH2:23][CH2:22][C:21]#[N:24])[CH2:16]2)[C:13]2=[C:14]3[C:9](=[CH:10][CH:11]=[CH:12]2)[CH:8]=[N:7][CH:6]=[C:5]3[CH2:4][CH2:3]1. Given the reactants Cl.[N:2]1([CH:15]2[CH2:20][CH2:19][CH2:18][NH:17][CH2:16]2)[C:13]2=[C:14]3[C:9](=[CH:10][CH:11]=[CH:12]2)[CH:8]=[N:7][CH:6]=[C:5]3[CH2:4][CH2:3]1.[C:21](#[N:24])[CH:22]=[CH2:23], predict the reaction product.